From a dataset of NCI-60 drug combinations with 297,098 pairs across 59 cell lines. Regression. Given two drug SMILES strings and cell line genomic features, predict the synergy score measuring deviation from expected non-interaction effect. (1) Drug 1: C1=CN(C(=O)N=C1N)C2C(C(C(O2)CO)O)O.Cl. Drug 2: C1=NC(=NC(=O)N1C2C(C(C(O2)CO)O)O)N. Cell line: A498. Synergy scores: CSS=17.9, Synergy_ZIP=-12.5, Synergy_Bliss=-9.68, Synergy_Loewe=-11.4, Synergy_HSA=-6.65. (2) Drug 2: C1CNP(=O)(OC1)N(CCCl)CCCl. Synergy scores: CSS=3.81, Synergy_ZIP=-6.47, Synergy_Bliss=-10.9, Synergy_Loewe=-62.7, Synergy_HSA=-12.0. Cell line: LOX IMVI. Drug 1: CC12CCC(CC1=CCC3C2CCC4(C3CC=C4C5=CN=CC=C5)C)O.